Dataset: Full USPTO retrosynthesis dataset with 1.9M reactions from patents (1976-2016). Task: Predict the reactants needed to synthesize the given product. (1) Given the product [F:30][C:31]([F:36])([F:35])[C:32]([OH:34])=[O:33].[CH:1]1([NH:4][C:12]2[N:17]3[N:18]=[CH:19][C:20]([CH:21]=[O:22])=[C:16]3[N:15]=[C:14]([C:23]3[CH:27]=[C:26]([CH2:28][OH:29])[S:25][CH:24]=3)[CH:13]=2)[CH2:3][CH2:2]1, predict the reactants needed to synthesize it. The reactants are: [CH:1]1([N:4]([C:12]2[N:17]3[N:18]=[CH:19][C:20]([CH:21]=[O:22])=[C:16]3[N:15]=[C:14]([C:23]3[CH:27]=[C:26]([CH2:28][OH:29])[S:25][CH:24]=3)[CH:13]=2)C(=O)OC(C)(C)C)[CH2:3][CH2:2]1.[F:30][C:31]([F:36])([F:35])[C:32]([OH:34])=[O:33]. (2) Given the product [C:18]([C:17]1[CH:16]=[CH:15][C:14]([F:13])=[C:21]([CH:20]=1)[CH:24]=[O:25])#[N:19], predict the reactants needed to synthesize it. The reactants are: C(NC(C)C)(C)C.C([Li])CCC.[F:13][C:14]1[CH:21]=[CH:20][C:17]([C:18]#[N:19])=[CH:16][CH:15]=1.CN(C)[CH:24]=[O:25]. (3) Given the product [CH3:1][C:2]1[S:3][C:4]([CH3:11])=[CH:5][C:6]=1[C:7]1[N:12]=[C:13]2[CH:14]=[CH:15][C:16]([N:19]3[CH2:24][CH2:23][N:22]([CH:25]=[O:26])[CH2:21][CH2:20]3)=[N:17][N:18]2[CH:8]=1, predict the reactants needed to synthesize it. The reactants are: [CH3:1][C:2]1[S:3][C:4]([CH3:11])=[CH:5][C:6]=1[C:7](=O)[CH2:8]Br.[NH2:12][C:13]1[N:18]=[N:17][C:16]([N:19]2[CH2:24][CH2:23][N:22]([CH:25]=[O:26])[CH2:21][CH2:20]2)=[CH:15][CH:14]=1.C(N(CC)CC)C. (4) Given the product [Cl:1][C:2]1[NH:10][C:9]2[C:8](=[O:14])[N:7]([CH2:15][CH2:16][CH2:17][C:18]3[CH:22]=[N:21][N:20]([CH2:38][C:37]4[C:40]([F:44])=[CH:41][CH:42]=[CH:43][C:36]=4[Cl:35])[CH:19]=3)[C:6](=[O:23])[N:5]([CH2:24][CH2:25][CH2:26][CH2:27][CH3:28])[C:4]=2[N:3]=1, predict the reactants needed to synthesize it. The reactants are: [Cl:1][C:2]1[N:10](CC=C)[C:9]2[C:8](=[O:14])[N:7]([CH2:15][CH2:16][CH2:17][C:18]3[CH:19]=[N:20][NH:21][CH:22]=3)[C:6](=[O:23])[N:5]([CH2:24][CH2:25][CH2:26][CH2:27][CH3:28])[C:4]=2[N:3]=1.C(=O)([O-])[O-].[Na+].[Na+].[Cl:35][C:36]1[CH:43]=[CH:42][CH:41]=[C:40]([F:44])[C:37]=1[CH2:38]Br.N1CCOCC1. (5) Given the product [CH2:1]([O:3][C:4](=[O:15])[C:5]1[CH:10]=[CH:9][C:8]([NH2:11])=[CH:7][C:6]=1[F:14])[CH3:2], predict the reactants needed to synthesize it. The reactants are: [CH2:1]([O:3][C:4](=[O:15])[C:5]1[CH:10]=[CH:9][C:8]([N+:11]([O-])=O)=[CH:7][C:6]=1[F:14])[CH3:2].[Sn].Cl. (6) The reactants are: [CH3:1][O:2][C:3](=[O:21])[C:4]1[CH:9]=[C:8](Br)[C:7]([F:11])=[C:6]([F:12])[C:5]=1[NH:13][C:14]1[CH:19]=[CH:18][CH:17]=[CH:16][C:15]=1[F:20].[CH3:22][N:23]1C(=O)CCC1. Given the product [CH3:1][O:2][C:3](=[O:21])[C:4]1[CH:9]=[C:8]([C:22]#[N:23])[C:7]([F:11])=[C:6]([F:12])[C:5]=1[NH:13][C:14]1[CH:19]=[CH:18][CH:17]=[CH:16][C:15]=1[F:20], predict the reactants needed to synthesize it. (7) Given the product [Cl:1][C:2]1[CH:7]=[C:6]([S:8][CH:9]([F:11])[F:10])[CH:5]=[CH:4][C:3]=1[N:12]([CH3:26])[C:13]([N:15]([C:16](=[O:25])[C:17]1[C:18]([F:24])=[CH:19][CH:20]=[CH:21][C:22]=1[F:23])[CH3:27])=[O:14], predict the reactants needed to synthesize it. The reactants are: [Cl:1][C:2]1[CH:7]=[C:6]([S:8][CH:9]([F:11])[F:10])[CH:5]=[CH:4][C:3]=1[N:12]([CH3:26])[C:13]([NH:15][C:16](=[O:25])[C:17]1[C:22]([F:23])=[CH:21][CH:20]=[CH:19][C:18]=1[F:24])=[O:14].[CH3:27]I.[H-].[Na+].[Cl-].[NH4+].